Dataset: Full USPTO retrosynthesis dataset with 1.9M reactions from patents (1976-2016). Task: Predict the reactants needed to synthesize the given product. (1) Given the product [S:19]1[CH:23]=[CH:22][N:21]=[C:20]1[C:24]1([NH:28][C:10]([C:7]2[CH:6]=[C:5]([O:13][CH2:14][CH:15]3[CH2:17][CH2:16]3)[C:4]([CH:1]3[CH2:2][CH2:3]3)=[CH:9][N:8]=2)=[O:12])[CH2:27][O:26][CH2:25]1, predict the reactants needed to synthesize it. The reactants are: [CH:1]1([C:4]2[C:5]([O:13][CH2:14][CH:15]3[CH2:17][CH2:16]3)=[CH:6][C:7]([C:10]([OH:12])=O)=[N:8][CH:9]=2)[CH2:3][CH2:2]1.Cl.[S:19]1[CH:23]=[CH:22][N:21]=[C:20]1[C:24]1([NH2:28])[CH2:27][O:26][CH2:25]1. (2) Given the product [F:31][C:28]1[CH:27]=[N:26][C:25]([NH:24][C:22]2[S:21][C:18]3[CH2:19][CH2:20][N:14]([CH2:13][CH2:12][S:45]([CH3:44])(=[O:47])=[O:46])[C:15]4=[N:34][N:33]([CH2:35][C:36]5[CH:41]=[CH:40][C:39]([O:42][CH3:43])=[CH:38][CH:37]=5)[CH:32]=[C:16]4[C:17]=3[N:23]=2)=[N:30][CH:29]=1, predict the reactants needed to synthesize it. The reactants are: CC1C=CC(S(O[CH2:12][CH2:13][N:14]2[CH2:20][CH2:19][C:18]3[S:21][C:22]([NH:24][C:25]4[N:30]=[CH:29][C:28]([F:31])=[CH:27][N:26]=4)=[N:23][C:17]=3[C:16]3=[CH:32][N:33]([CH2:35][C:36]4[CH:41]=[CH:40][C:39]([O:42][CH3:43])=[CH:38][CH:37]=4)[N:34]=[C:15]23)(=O)=O)=CC=1.[CH3:44][S:45]([O-:47])=[O:46].[Na+].